This data is from Reaction yield outcomes from USPTO patents with 853,638 reactions. The task is: Predict the reaction yield, written as a fraction of the theoretical maximum amount of product (1.0 means a 100% yield; for example, 0.34 means a 34% yield). (1) The catalyst is Cl.C1COCC1. The reactants are [Cl:1][C:2]1[CH:3]=[C:4]([C:8]2[C:17]3[C:12](=[CH:13][CH:14]=[C:15]([C:18]([C:20]4[CH:25]=[CH:24][CH:23]=[C:22]([I:26])[CH:21]=4)=[O:19])[CH:16]=3)[N:11]=[C:10]([O:27]C)[CH:9]=2)[CH:5]=[CH:6][CH:7]=1.C(=O)([O-])[O-].[K+].[K+]. The yield is 0.880. The product is [Cl:1][C:2]1[CH:3]=[C:4]([C:8]2[C:17]3[C:12](=[CH:13][CH:14]=[C:15]([C:18](=[O:19])[C:20]4[CH:25]=[CH:24][CH:23]=[C:22]([I:26])[CH:21]=4)[CH:16]=3)[NH:11][C:10](=[O:27])[CH:9]=2)[CH:5]=[CH:6][CH:7]=1. (2) The reactants are [F:1][C:2]1[CH:7]=[CH:6][C:5]([B:8]([OH:10])[OH:9])=[C:4]([CH2:11][O:12][Si](C(C)C)(C(C)C)C(C)C)[CH:3]=1.FC(F)(F)C(O)=O. The catalyst is ClCCl. The product is [F:1][C:2]1[CH:7]=[CH:6][C:5]([B:8]([OH:9])[OH:10])=[C:4]([CH2:11][OH:12])[CH:3]=1. The yield is 0.500. (3) The reactants are S(Cl)(Cl)=O.[OH:5][C:6]1[CH:7]=[C:8]([CH2:12][C:13]([OH:15])=[O:14])[CH:9]=[CH:10][CH:11]=1.[CH3:16]O. No catalyst specified. The product is [OH:5][C:6]1[CH:7]=[C:8]([CH2:12][C:13]([O:15][CH3:16])=[O:14])[CH:9]=[CH:10][CH:11]=1. The yield is 0.940. (4) The reactants are N1C2C(=CC=CC=2)C(CC(=O)C(O)=O)=C1.[OH-:16].[Na+].C([O-])(=O)C(C)=O.[Na+].[OH:25][C:26]([CH2:36][C:37]1[C:45]2[C:40](=[CH:41][CH:42]=[CH:43][CH:44]=2)[NH:39][CH:38]=1)([C:33]([OH:35])=[O:34])[CH2:27][C:28](=O)[C:29]([OH:31])=[O:30].Cl.[NH2:47]O.Cl. The catalyst is C(=O)([O-])[O-].[Na+].[Na+]. The product is [OH:25][C:26]([CH2:36][C:37]1[C:45]2[C:40](=[CH:41][CH:42]=[CH:43][CH:44]=2)[NH:39][CH:38]=1)([C:33]([OH:35])=[O:34])[CH2:27][C:28](=[N:47][OH:16])[C:29]([OH:31])=[O:30]. The yield is 0.320.